This data is from Full USPTO retrosynthesis dataset with 1.9M reactions from patents (1976-2016). The task is: Predict the reactants needed to synthesize the given product. (1) Given the product [Cl:25][C:24]1[N:20]2[C:5]3[CH:4]=[CH:3][C:2]([Cl:1])=[CH:7][C:6]=3[CH:8]([C:10]3[CH:15]=[CH:14][CH:13]=[C:12]([O:16][CH3:17])[C:11]=3[O:18][CH3:19])[O:34][CH:27]([CH2:28][CH:29]3[O:33][CH2:32][CH2:31][O:30]3)[C:21]2=[N:22][C:23]=1[Cl:26], predict the reactants needed to synthesize it. The reactants are: [Cl:1][C:2]1[CH:3]=[CH:4][C:5]([N:20]2[C:24]([Cl:25])=[C:23]([Cl:26])[N:22]=[C:21]2[CH:27]([OH:34])[CH2:28][CH:29]2[O:33][CH2:32][CH2:31][O:30]2)=[C:6]([C:8]([C:10]2[CH:15]=[CH:14][CH:13]=[C:12]([O:16][CH3:17])[C:11]=2[O:18][CH3:19])=O)[CH:7]=1.[BH4-].[Na+].C(OCC)(=O)C.O. (2) Given the product [CH3:1][C:2]1[C:10]([O:11][C@H:12]2[CH2:17][CH2:16][CH2:15][C@@H:14]([N:18]3[CH2:29][CH2:28][CH2:27][CH2:26]3)[CH2:13]2)=[CH:9][CH:8]=[C:7]2[C:3]=1[CH:4]=[N:5][N:6]2[CH:19]1[CH2:24][CH2:23][CH2:22][CH2:21][O:20]1, predict the reactants needed to synthesize it. The reactants are: [CH3:1][C:2]1[C:10]([O:11][C@@H:12]2[CH2:17][CH2:16][CH2:15][C@H:14]([NH2:18])[CH2:13]2)=[CH:9][CH:8]=[C:7]2[C:3]=1[CH:4]=[N:5][N:6]2[CH:19]1[CH2:24][CH2:23][CH2:22][CH2:21][O:20]1.Br[CH2:26][CH2:27][CH2:28][CH2:29]Br.C(=O)([O-])[O-].[K+].[K+].O. (3) Given the product [CH:1]([CH:4]1[N:13]2[C:8](=[CH:9][C:10](=[O:19])[C:11]([C:14]([OH:16])=[O:15])=[CH:12]2)[C:7]2[CH:20]=[C:21]([O:31][CH3:32])[C:22]([O:24][CH2:25][CH2:26][CH2:27][CH2:28][O:29][CH3:30])=[CH:23][C:6]=2[CH2:5]1)([CH3:3])[CH3:2], predict the reactants needed to synthesize it. The reactants are: [CH:1]([CH:4]1[N:13]2[C:8](=[CH:9][C:10](=[O:19])[C:11]([C:14]([O:16]CC)=[O:15])=[CH:12]2)[C:7]2[CH:20]=[C:21]([O:31][CH3:32])[C:22]([O:24][CH2:25][CH2:26][CH2:27][CH2:28][O:29][CH3:30])=[CH:23][C:6]=2[CH2:5]1)([CH3:3])[CH3:2].CO.O[Li].O. (4) Given the product [C:13]([O:12][C:11]([N:10]([CH2:18][CH2:19][C:20]1[CH:25]=[CH:24][C:23]([S:26]([C:29]2[CH:34]=[CH:33][C:32]([O:35][CH2:40][C:41]([O:43][CH:44]([CH3:46])[CH3:45])=[O:42])=[CH:31][CH:30]=2)(=[O:28])=[O:27])=[CH:22][CH:21]=1)[CH2:9][C@@H:8]([C:4]1[CH:5]=[CH:6][CH:7]=[C:2]([Cl:1])[CH:3]=1)[OH:36])=[O:17])([CH3:15])([CH3:16])[CH3:14], predict the reactants needed to synthesize it. The reactants are: [Cl:1][C:2]1[CH:3]=[C:4]([C@@H:8]([OH:36])[CH2:9][N:10]([CH2:18][CH2:19][C:20]2[CH:25]=[CH:24][C:23]([S:26]([C:29]3[CH:34]=[CH:33][C:32]([OH:35])=[CH:31][CH:30]=3)(=[O:28])=[O:27])=[CH:22][CH:21]=2)[C:11](=[O:17])[O:12][C:13]([CH3:16])([CH3:15])[CH3:14])[CH:5]=[CH:6][CH:7]=1.[H-].[Na+].Br[CH2:40][C:41]([O:43][CH:44]([CH3:46])[CH3:45])=[O:42].C(=O)([O-])O.[Na+]. (5) Given the product [F:25][C@H:13]1[C@@H:14]([NH:17][C:18](=[O:24])[O:19][C:20]([CH3:22])([CH3:23])[CH3:21])[CH2:15][CH2:16][N:11]([CH2:10][CH2:9][OH:8])[CH2:12]1, predict the reactants needed to synthesize it. The reactants are: [Si]([O:8][CH2:9][CH2:10][N:11]1[CH2:16][CH2:15][C@H:14]([NH:17][C:18](=[O:24])[O:19][C:20]([CH3:23])([CH3:22])[CH3:21])[C@H:13]([F:25])[CH2:12]1)(C(C)(C)C)(C)C.[F-].C([N+](CCCC)(CCCC)CCCC)CCC.